From a dataset of NCI-60 drug combinations with 297,098 pairs across 59 cell lines. Regression. Given two drug SMILES strings and cell line genomic features, predict the synergy score measuring deviation from expected non-interaction effect. (1) Drug 1: C1CN1P(=S)(N2CC2)N3CC3. Drug 2: CCN(CC)CCCC(C)NC1=C2C=C(C=CC2=NC3=C1C=CC(=C3)Cl)OC. Cell line: TK-10. Synergy scores: CSS=6.27, Synergy_ZIP=-3.85, Synergy_Bliss=1.48, Synergy_Loewe=1.36, Synergy_HSA=2.43. (2) Drug 1: CC(C)(C#N)C1=CC(=CC(=C1)CN2C=NC=N2)C(C)(C)C#N. Drug 2: C1=CC=C(C=C1)NC(=O)CCCCCCC(=O)NO. Cell line: IGROV1. Synergy scores: CSS=11.0, Synergy_ZIP=-1.68, Synergy_Bliss=1.05, Synergy_Loewe=-3.41, Synergy_HSA=-3.41. (3) Drug 1: CC1=C(C=C(C=C1)C(=O)NC2=CC(=CC(=C2)C(F)(F)F)N3C=C(N=C3)C)NC4=NC=CC(=N4)C5=CN=CC=C5. Drug 2: CCN(CC)CCNC(=O)C1=C(NC(=C1C)C=C2C3=C(C=CC(=C3)F)NC2=O)C. Cell line: PC-3. Synergy scores: CSS=0.0135, Synergy_ZIP=1.58, Synergy_Bliss=-0.172, Synergy_Loewe=-7.94, Synergy_HSA=-6.94. (4) Drug 1: CCC1=C2CN3C(=CC4=C(C3=O)COC(=O)C4(CC)O)C2=NC5=C1C=C(C=C5)O. Drug 2: C1=CC=C(C=C1)NC(=O)CCCCCCC(=O)NO. Cell line: HCC-2998. Synergy scores: CSS=23.9, Synergy_ZIP=-1.87, Synergy_Bliss=-0.698, Synergy_Loewe=-0.652, Synergy_HSA=2.50. (5) Drug 2: C1=CC=C(C(=C1)C(C2=CC=C(C=C2)Cl)C(Cl)Cl)Cl. Cell line: HL-60(TB). Drug 1: CC1=C(C=C(C=C1)C(=O)NC2=CC(=CC(=C2)C(F)(F)F)N3C=C(N=C3)C)NC4=NC=CC(=N4)C5=CN=CC=C5. Synergy scores: CSS=36.6, Synergy_ZIP=4.15, Synergy_Bliss=-2.20, Synergy_Loewe=16.5, Synergy_HSA=-1.48. (6) Drug 1: COC1=NC(=NC2=C1N=CN2C3C(C(C(O3)CO)O)O)N. Drug 2: C1CN(P(=O)(OC1)NCCCl)CCCl. Cell line: UO-31. Synergy scores: CSS=-0.982, Synergy_ZIP=2.33, Synergy_Bliss=3.45, Synergy_Loewe=-0.947, Synergy_HSA=-0.389. (7) Drug 1: COC1=NC(=NC2=C1N=CN2C3C(C(C(O3)CO)O)O)N. Drug 2: CC1=C2C(C(=O)C3(C(CC4C(C3C(C(C2(C)C)(CC1OC(=O)C(C(C5=CC=CC=C5)NC(=O)OC(C)(C)C)O)O)OC(=O)C6=CC=CC=C6)(CO4)OC(=O)C)O)C)O. Cell line: LOX IMVI. Synergy scores: CSS=1.51, Synergy_ZIP=7.88, Synergy_Bliss=6.46, Synergy_Loewe=-4.96, Synergy_HSA=-1.57. (8) Drug 1: CCC1=C2CN3C(=CC4=C(C3=O)COC(=O)C4(CC)O)C2=NC5=C1C=C(C=C5)O. Drug 2: C1=CN(C=N1)CC(O)(P(=O)(O)O)P(=O)(O)O. Cell line: RPMI-8226. Synergy scores: CSS=31.6, Synergy_ZIP=-9.38, Synergy_Bliss=-1.58, Synergy_Loewe=-59.5, Synergy_HSA=1.78.